This data is from NCI-60 drug combinations with 297,098 pairs across 59 cell lines. The task is: Regression. Given two drug SMILES strings and cell line genomic features, predict the synergy score measuring deviation from expected non-interaction effect. (1) Cell line: CCRF-CEM. Drug 1: CN(C)C1=NC(=NC(=N1)N(C)C)N(C)C. Synergy scores: CSS=-9.25, Synergy_ZIP=5.22, Synergy_Bliss=0.799, Synergy_Loewe=-5.19, Synergy_HSA=-4.97. Drug 2: CC1=C(C=C(C=C1)C(=O)NC2=CC(=CC(=C2)C(F)(F)F)N3C=C(N=C3)C)NC4=NC=CC(=N4)C5=CN=CC=C5. (2) Cell line: CCRF-CEM. Synergy scores: CSS=54.7, Synergy_ZIP=0.341, Synergy_Bliss=-3.61, Synergy_Loewe=-2.93, Synergy_HSA=-3.00. Drug 2: C1CCC(C(C1)N)N.C(=O)(C(=O)[O-])[O-].[Pt+4]. Drug 1: CC1=C2C(C(=O)C3(C(CC4C(C3C(C(C2(C)C)(CC1OC(=O)C(C(C5=CC=CC=C5)NC(=O)OC(C)(C)C)O)O)OC(=O)C6=CC=CC=C6)(CO4)OC(=O)C)O)C)O. (3) Drug 1: CC1=C(C=C(C=C1)NC2=NC=CC(=N2)N(C)C3=CC4=NN(C(=C4C=C3)C)C)S(=O)(=O)N.Cl. Drug 2: C1=CN(C=N1)CC(O)(P(=O)(O)O)P(=O)(O)O. Cell line: NCI-H522. Synergy scores: CSS=8.59, Synergy_ZIP=-1.18, Synergy_Bliss=4.01, Synergy_Loewe=4.00, Synergy_HSA=4.22. (4) Drug 1: COC1=CC(=CC(=C1O)OC)C2C3C(COC3=O)C(C4=CC5=C(C=C24)OCO5)OC6C(C(C7C(O6)COC(O7)C8=CC=CS8)O)O. Drug 2: CN(CC1=CN=C2C(=N1)C(=NC(=N2)N)N)C3=CC=C(C=C3)C(=O)NC(CCC(=O)O)C(=O)O. Cell line: HCC-2998. Synergy scores: CSS=19.0, Synergy_ZIP=-10.1, Synergy_Bliss=-8.72, Synergy_Loewe=-8.13, Synergy_HSA=-5.38. (5) Drug 1: COC1=NC(=NC2=C1N=CN2C3C(C(C(O3)CO)O)O)N. Drug 2: C1=NNC2=C1C(=O)NC=N2. Cell line: HS 578T. Synergy scores: CSS=-2.20, Synergy_ZIP=1.82, Synergy_Bliss=0.863, Synergy_Loewe=-3.81, Synergy_HSA=-3.56. (6) Drug 1: C1CCC(C1)C(CC#N)N2C=C(C=N2)C3=C4C=CNC4=NC=N3. Drug 2: COCCOC1=C(C=C2C(=C1)C(=NC=N2)NC3=CC=CC(=C3)C#C)OCCOC.Cl. Cell line: SN12C. Synergy scores: CSS=8.82, Synergy_ZIP=-4.20, Synergy_Bliss=0.498, Synergy_Loewe=2.17, Synergy_HSA=2.40. (7) Drug 1: CC1C(C(CC(O1)OC2CC(CC3=C2C(=C4C(=C3O)C(=O)C5=C(C4=O)C(=CC=C5)OC)O)(C(=O)CO)O)N)O.Cl. Drug 2: C1=CC(=CC=C1CCCC(=O)O)N(CCCl)CCCl. Cell line: T-47D. Synergy scores: CSS=-0.727, Synergy_ZIP=-1.19, Synergy_Bliss=-2.14, Synergy_Loewe=-3.59, Synergy_HSA=-2.06.